Dataset: Full USPTO retrosynthesis dataset with 1.9M reactions from patents (1976-2016). Task: Predict the reactants needed to synthesize the given product. (1) Given the product [CH2:38]([O:37][C:35](=[O:36])[NH:1][C:2]1[CH:7]=[CH:6][CH:5]=[C:4]([C:8]([C:11]2[C:16](=[O:17])[CH:15]=[CH:14][N:13]([C:18]3[CH:19]=[CH:20][C:21]([Cl:24])=[CH:22][CH:23]=3)[N:12]=2)([OH:10])[CH3:9])[CH:3]=1)[CH3:39], predict the reactants needed to synthesize it. The reactants are: [NH2:1][C:2]1[CH:3]=[C:4]([C:8]([C:11]2[C:16](=[O:17])[CH:15]=[CH:14][N:13]([C:18]3[CH:23]=[CH:22][C:21]([Cl:24])=[CH:20][CH:19]=3)[N:12]=2)([OH:10])[CH3:9])[CH:5]=[CH:6][CH:7]=1.CCN(C(C)C)C(C)C.Cl[C:35]([O:37][CH2:38][CH3:39])=[O:36].[NH4+].[Cl-]. (2) The reactants are: [CH3:1]P(C1C=CC=CC=1)C1C=CC=CC=1.C([CH:17]=[CH:18][PH:19](=[O:21])[OH:20])C.[C:22]([OH:25])(=[O:24])[CH3:23].O.[C]=O. Given the product [CH2:18]([P:19]([OH:20])([CH2:1][CH2:23][C:22]([OH:25])=[O:24])=[O:21])[CH3:17], predict the reactants needed to synthesize it. (3) Given the product [Si:34]([O:33][C@@H:23]1[CH2:22][C:21]2[C@@:26]([CH3:32])([CH:27]3[CH:18]([CH2:19][CH:20]=2)[CH:17]2[C@@:30]([CH3:31])([C@@H:14]([CH:12]([OH:13])[CH2:11][OH:10])[CH2:15][CH2:16]2)[CH2:29][CH2:28]3)[CH2:25][CH2:24]1)([C:47]([CH3:50])([CH3:49])[CH3:48])([C:41]1[CH:42]=[CH:43][CH:44]=[CH:45][CH:46]=1)[C:35]1[CH:36]=[CH:37][CH:38]=[CH:39][CH:40]=1, predict the reactants needed to synthesize it. The reactants are: [H-].[H-].[H-].[H-].[Li+].[Al+3].C([O:10][CH2:11][C:12]([C@@H:14]1[C@:30]2([CH3:31])[CH:17]([CH:18]3[CH:27]([CH2:28][CH2:29]2)[C@:26]2([CH3:32])[C:21]([CH2:22][C@@H:23]([O:33][Si:34]([C:47]([CH3:50])([CH3:49])[CH3:48])([C:41]4[CH:46]=[CH:45][CH:44]=[CH:43][CH:42]=4)[C:35]4[CH:40]=[CH:39][CH:38]=[CH:37][CH:36]=4)[CH2:24][CH2:25]2)=[CH:20][CH2:19]3)[CH2:16][CH2:15]1)=[O:13])(=O)C.